This data is from Reaction yield outcomes from USPTO patents with 853,638 reactions. The task is: Predict the reaction yield, written as a fraction of the theoretical maximum amount of product (1.0 means a 100% yield; for example, 0.34 means a 34% yield). (1) The reactants are [Cl:1][C:2]1[N:7]=[C:6]([O:8][CH3:9])[CH:5]=[C:4]([O:10][CH3:11])[N:3]=1.C([Li])CCC.[C:17](=[O:19])=[O:18].O. The catalyst is C1COCC1. The product is [Cl:1][C:2]1[N:3]=[C:4]([O:10][CH3:11])[C:5]([C:17]([OH:19])=[O:18])=[C:6]([O:8][CH3:9])[N:7]=1. The yield is 0.300. (2) The reactants are [C:1]1([C:7]2[NH:11][CH:10]=[C:9]([CH:12]=[O:13])[CH:8]=2)[CH:6]=[CH:5][CH:4]=[CH:3][CH:2]=1.[H-].[Na+].C1OCCOCCOCCOCCOC1.[CH3:31][O:32][C:33]1[N:38]=[CH:37][C:36]([S:39](Cl)(=[O:41])=[O:40])=[CH:35][CH:34]=1. The catalyst is O1CCCC1.C(OCC)(=O)C. The product is [CH3:31][O:32][C:33]1[N:38]=[CH:37][C:36]([S:39]([N:11]2[C:7]([C:1]3[CH:6]=[CH:5][CH:4]=[CH:3][CH:2]=3)=[CH:8][C:9]([CH:12]=[O:13])=[CH:10]2)(=[O:41])=[O:40])=[CH:35][CH:34]=1. The yield is 0.170. (3) The reactants are C(OC([N:8]1[CH2:11][CH:10]([NH:12][C:13]2[C:22]3[C:17](=[CH:18][CH:19]=[CH:20][CH:21]=3)[N:16]([CH2:23][C:24]3[CH:29]=[CH:28][C:27]([F:30])=[CH:26][CH:25]=3)[C:15](=[O:31])[C:14]=2[C:32]#[N:33])[CH2:9]1)=O)(C)(C)C.[ClH:34]. The catalyst is O1CCOCC1. The product is [ClH:34].[NH:8]1[CH2:11][CH:10]([NH:12][C:13]2[C:22]3[C:17](=[CH:18][CH:19]=[CH:20][CH:21]=3)[N:16]([CH2:23][C:24]3[CH:25]=[CH:26][C:27]([F:30])=[CH:28][CH:29]=3)[C:15](=[O:31])[C:14]=2[C:32]#[N:33])[CH2:9]1. The yield is 1.00. (4) The reactants are [F:1][C:2]1[CH:8]=[CH:7][C:5]([NH2:6])=[CH:4][CH:3]=1.[C:9]([N:11]=[C:12](OCC)[CH2:13][CH3:14])#[N:10]. The catalyst is C(O)C. The product is [C:9]([N:11]=[C:12]([NH:6][C:5]1[CH:7]=[CH:8][C:2]([F:1])=[CH:3][CH:4]=1)[CH2:13][CH3:14])#[N:10]. The yield is 0.690. (5) The reactants are C(OC([NH:8][C:9]([CH3:19])([C:11]([O:13][CH:14]1[CH2:18][CH2:17][CH2:16][CH2:15]1)=[O:12])[CH3:10])=O)(C)(C)C.[ClH:20].O1CCOCC1. The catalyst is C1COCC1. The product is [ClH:20].[CH3:19][C:9]([C:11]([O:13][CH:14]1[CH2:15][CH2:16][CH2:17][CH2:18]1)=[O:12])([CH3:10])[NH2:8]. The yield is 0.820. (6) The reactants are NC1(C(NC2C=CC(C=CC([O-])=O)=CC=2)=O)CCCC1.CCOC1N(C(OCC)=O)C2C(=CC=CC=2)C=C1.[NH2:39][C:40]1[CH:45]=[CH:44][C:43](/[CH:46]=[CH:47]/[C:48]([O:50][CH2:51][CH3:52])=[O:49])=[CH:42][CH:41]=1.[C:53]([O:57][C:58]([NH:60][C:61]1([C:66](O)=[O:67])[CH2:65][CH2:64][CH2:63][CH2:62]1)=[O:59])([CH3:56])([CH3:55])[CH3:54]. The catalyst is C1COCC1. The product is [C:53]([O:57][C:58]([NH:60][C:61]1([C:66]([NH:39][C:40]2[CH:41]=[CH:42][C:43](/[CH:46]=[CH:47]/[C:48]([O:50][CH2:51][CH3:52])=[O:49])=[CH:44][CH:45]=2)=[O:67])[CH2:65][CH2:64][CH2:63][CH2:62]1)=[O:59])([CH3:56])([CH3:55])[CH3:54]. The yield is 0.370. (7) The reactants are [C:1]([C:3]1[CH:8]=[CH:7][CH:6]=[C:5]([F:9])[N:4]=1)#[N:2].[ClH:10]. The catalyst is C(O)C.[Pd]. The product is [ClH:10].[ClH:10].[NH2:2][CH2:1][C:3]1[CH:8]=[CH:7][CH:6]=[C:5]([F:9])[N:4]=1. The yield is 0.730. (8) The reactants are [F:1][C:2]1[CH:3]=[N:4][CH:5]=[CH:6][C:7]=1[C:8]1[C:9]([C:16]2[CH:21]=[CH:20][CH:19]=[CH:18][C:17]=2[F:22])=[N:10][C:11]([NH2:15])=[C:12]([NH2:14])[CH:13]=1.C1C[O:26][CH2:25]C1.C(N1C=CN=C1)(N1C=CN=C1)=O. No catalyst specified. The product is [F:22][C:17]1[CH:18]=[CH:19][CH:20]=[CH:21][C:16]=1[C:9]1[N:10]=[C:11]2[NH:15][C:25](=[O:26])[NH:14][C:12]2=[CH:13][C:8]=1[C:7]1[CH:6]=[CH:5][N:4]=[CH:3][C:2]=1[F:1]. The yield is 0.710. (9) The reactants are [BH4-].[Na+].[C:3]([O:7][C:8](=[O:23])[N:9]([CH2:13][C:14]1[CH:19]=[C:18]([CH:20]=[O:21])[CH:17]=[CH:16][C:15]=1[Cl:22])[CH:10]1[CH2:12][CH2:11]1)([CH3:6])([CH3:5])[CH3:4].O. The catalyst is CC#N. The product is [C:3]([O:7][C:8](=[O:23])[N:9]([CH2:13][C:14]1[CH:19]=[C:18]([CH2:20][OH:21])[CH:17]=[CH:16][C:15]=1[Cl:22])[CH:10]1[CH2:11][CH2:12]1)([CH3:6])([CH3:4])[CH3:5]. The yield is 0.560. (10) The reactants are [NH:1]1[CH2:7][CH2:6][CH2:5][NH:4][CH2:3][CH2:2]1.[NH2:8][C:9]1[N:18]=[CH:17][C:16]2[C:11](=[N:12][CH:13]=[C:14]([C:19]3[CH:24]=[CH:23][C:22]([O:25][CH3:26])=[C:21]([O:27][CH3:28])[CH:20]=3)[N:15]=2)[N:10]=1.S([O-])([O-])(=O)=O.[NH4+].[NH4+].C1(C)C=CC(S(O)(=O)=O)=CC=1. The catalyst is N1C=CC=CC=1.C[Si](C)(C)N[Si](C)(C)C. The product is [NH2:8][C:9]1[N:18]=[C:17]([N:1]2[CH2:7][CH2:6][CH2:5][NH:4][CH2:3][CH2:2]2)[C:16]2[C:11](=[N:12][CH:13]=[C:14]([C:19]3[CH:24]=[CH:23][C:22]([O:25][CH3:26])=[C:21]([O:27][CH3:28])[CH:20]=3)[N:15]=2)[N:10]=1. The yield is 0.460.